This data is from TCR-epitope binding with 47,182 pairs between 192 epitopes and 23,139 TCRs. The task is: Binary Classification. Given a T-cell receptor sequence (or CDR3 region) and an epitope sequence, predict whether binding occurs between them. The epitope is EPLPQGQLTAY. The TCR CDR3 sequence is CASSPPDRWPYEQYF. Result: 0 (the TCR does not bind to the epitope).